From a dataset of Full USPTO retrosynthesis dataset with 1.9M reactions from patents (1976-2016). Predict the reactants needed to synthesize the given product. Given the product [F:28][C:29]([F:42])([F:41])[S:30]([O:18][C:12]1[CH:11]=[CH:10][C:9]2[N:5]([CH2:4][CH:1]3[CH2:3][CH2:2]3)[N:6]=[N:7][C:8]=2[C:13]=1[C:14]([F:16])([F:17])[F:15])(=[O:32])=[O:31], predict the reactants needed to synthesize it. The reactants are: [CH:1]1([CH2:4][N:5]2[C:9]3[CH:10]=[CH:11][C:12]([OH:18])=[C:13]([C:14]([F:17])([F:16])[F:15])[C:8]=3[N:7]=[N:6]2)[CH2:3][CH2:2]1.C(N(CC)C(C)C)(C)C.[F:28][C:29]([F:42])([F:41])[S:30](O[S:30]([C:29]([F:42])([F:41])[F:28])(=[O:32])=[O:31])(=[O:32])=[O:31].O.